From a dataset of Reaction yield outcomes from USPTO patents with 853,638 reactions. Predict the reaction yield, written as a fraction of the theoretical maximum amount of product (1.0 means a 100% yield; for example, 0.34 means a 34% yield). (1) The reactants are [NH2:1][C@@H:2]([CH2:12][S:13][C:14]1[CH:19]=[CH:18][CH:17]=[CH:16][CH:15]=1)[CH2:3][C:4]([N:6]1[CH2:11][CH2:10][O:9][CH2:8][CH2:7]1)=[O:5].CCN(C(C)C)C(C)C.F[C:30]1[CH:35]=[CH:34][C:33]([S:36]([NH2:39])(=[O:38])=[O:37])=[CH:32][C:31]=1[N+:40]([O-:42])=[O:41]. The catalyst is CN(C=O)C.CCOC(C)=O. The product is [O:9]1[CH2:10][CH2:11][N:6]([C:4](=[O:5])[CH2:3][C@@H:2]([NH:1][C:30]2[CH:35]=[CH:34][C:33]([S:36]([NH2:39])(=[O:38])=[O:37])=[CH:32][C:31]=2[N+:40]([O-:42])=[O:41])[CH2:12][S:13][C:14]2[CH:19]=[CH:18][CH:17]=[CH:16][CH:15]=2)[CH2:7][CH2:8]1. The yield is 0.830. (2) The reactants are C(O[C:9]([N:11]([CH2:13][CH2:14][C:15]([N:17]1[CH2:26][CH2:25][C:24]2[C:19](=[CH:20][C:21]([O:29][CH3:30])=[C:22]([O:27][CH3:28])[CH:23]=2)[C:18]21[CH2:35][CH2:34][CH:33]([C:36]([N:38]1[CH2:43][CH2:42][N:41]([C:44]3[N:49]=[CH:48][N:47]=[C:46]4[N:50]([CH2:53][C:54]5[CH:59]=[CH:58][N:57]=[CH:56][CH:55]=5)[N:51]=[CH:52][C:45]=34)[CH2:40][CH2:39]1)=[O:37])[CH2:32][CH:31]2[CH:60]1[C:69]2[C:64](=[CH:65][C:66]([O:72][CH3:73])=[C:67]([O:70][CH3:71])[CH:68]=2)[CH2:63][CH2:62][N:61]1[CH2:74][CH3:75])=[O:16])C)=O)C1C=CC=CC=1.I[Si](C)(C)C.Cl. The catalyst is C(#N)C. The product is [CH3:9][NH:11][CH2:13][CH2:14][C:15]([N:17]1[CH2:26][CH2:25][C:24]2[C:19](=[CH:20][C:21]([O:29][CH3:30])=[C:22]([O:27][CH3:28])[CH:23]=2)[C:18]21[CH2:35][CH2:34][CH:33]([C:36]([N:38]1[CH2:39][CH2:40][N:41]([C:44]3[N:49]=[CH:48][N:47]=[C:46]4[N:50]([CH2:53][C:54]5[CH:59]=[CH:58][N:57]=[CH:56][CH:55]=5)[N:51]=[CH:52][C:45]=34)[CH2:42][CH2:43]1)=[O:37])[CH2:32][CH:31]2[CH:60]1[C:69]2[C:64](=[CH:65][C:66]([O:72][CH3:73])=[C:67]([O:70][CH3:71])[CH:68]=2)[CH2:63][CH2:62][N:61]1[CH2:74][CH3:75])=[O:16]. The yield is 0.690. (3) The reactants are [F:1][C:2]1[CH:7]=[C:6]([N+:8]([O-:10])=[O:9])[C:5]([F:11])=[CH:4][C:3]=1[OH:12].C(=O)([O-])[O-].[K+].[K+].Br[CH2:20][CH3:21].ICC. The catalyst is C(#N)C. The product is [CH2:20]([O:12][C:3]1[CH:4]=[C:5]([F:11])[C:6]([N+:8]([O-:10])=[O:9])=[CH:7][C:2]=1[F:1])[CH3:21]. The yield is 0.880. (4) The reactants are C(OC([N:8]1[C:16]2[C:11](=[CH:12][CH:13]=[C:14]([F:17])[CH:15]=2)[C:10]([C:18]2[CH:40]=[CH:39][C:21]3[N:22]([CH:26]4[CH2:31][CH2:30][N:29](C(OC(C)(C)C)=O)[CH2:28][CH2:27]4)[C:23](=[O:25])[O:24][C:20]=3[CH:19]=2)=[CH:9]1)=O)(C)(C)C.C(O)(C(F)(F)F)=O. The catalyst is C(Cl)Cl. The product is [F:17][C:14]1[CH:15]=[C:16]2[C:11]([C:10]([C:18]3[CH:40]=[CH:39][C:21]4[N:22]([CH:26]5[CH2:27][CH2:28][NH:29][CH2:30][CH2:31]5)[C:23](=[O:25])[O:24][C:20]=4[CH:19]=3)=[CH:9][NH:8]2)=[CH:12][CH:13]=1. The yield is 0.630. (5) The reactants are C(O[CH:5]1[CH:9]([N+:10]([O-:12])=[O:11])[CH:8]([CH:13]([CH2:15][CH:16]([CH3:18])[CH3:17])[CH3:14])[S:7][CH2:6]1)(=O)C.S(Cl)(Cl)(=O)=O.O. The catalyst is C1(C)C=CC=CC=1. The product is [CH3:17][CH:16]([CH3:18])[CH2:15][CH:13]([C:8]1[S:7][CH:6]=[CH:5][C:9]=1[N+:10]([O-:12])=[O:11])[CH3:14]. The yield is 0.850. (6) The reactants are [CH2:1]([N:8]1[CH2:15][CH:14]2[O:16][CH:10]([CH2:11][NH:12][CH2:13]2)[CH2:9]1)[C:2]1[CH:7]=[CH:6][CH:5]=[CH:4][CH:3]=1.[C:17]([C:19]1[CH:44]=[CH:43][C:22]([O:23][CH2:24][CH2:25][N:26]([CH2:30][CH2:31]OS(C2C=CC(C)=CC=2)(=O)=O)[C:27]([NH2:29])=[O:28])=[CH:21][CH:20]=1)#[N:18].C(Cl)Cl. The catalyst is C(#N)C. The product is [CH2:1]([N:8]1[CH2:15][CH:14]2[O:16][CH:10]([CH2:11][N:12]([CH2:31][CH2:30][N:26]([CH2:25][CH2:24][O:23][C:22]3[CH:21]=[CH:20][C:19]([C:17]#[N:18])=[CH:44][CH:43]=3)[C:27]([NH2:29])=[O:28])[CH2:13]2)[CH2:9]1)[C:2]1[CH:3]=[CH:4][CH:5]=[CH:6][CH:7]=1. The yield is 0.519. (7) The reactants are II.[CH2:3]([O:10][C:11]1[CH:18]=[CH:17][C:14]([CH:15]=O)=[C:13]([N+:19]([O-:21])=[O:20])[C:12]=1[O:22][CH3:23])[C:4]1[CH:9]=[CH:8][CH:7]=[CH:6][CH:5]=1.[OH-].[NH4+:25].S([O-])([O-])=O.[Na+].[Na+]. The catalyst is C1COCC1. The product is [CH2:3]([O:10][C:11]1[CH:18]=[CH:17][C:14]([C:15]#[N:25])=[C:13]([N+:19]([O-:21])=[O:20])[C:12]=1[O:22][CH3:23])[C:4]1[CH:9]=[CH:8][CH:7]=[CH:6][CH:5]=1. The yield is 0.950. (8) The reactants are [NH2:1][CH2:2][C:3]1[N:12]=[C:11]([N:13]([C:15]2[CH:20]=[CH:19][C:18]([O:21][CH3:22])=[CH:17][CH:16]=2)[CH3:14])[C:10]2[C:5](=[CH:6][CH:7]=[CH:8][CH:9]=2)[N:4]=1.CCN(CC)CC.[CH3:30][O:31][C:32]1[CH:37]=[CH:36][C:35]([S:38](Cl)(=[O:40])=[O:39])=[CH:34][CH:33]=1. The catalyst is C(Cl)Cl. The product is [CH3:30][O:31][C:32]1[CH:33]=[CH:34][C:35]([S:38]([NH:1][CH2:2][C:3]2[N:12]=[C:11]([N:13]([C:15]3[CH:16]=[CH:17][C:18]([O:21][CH3:22])=[CH:19][CH:20]=3)[CH3:14])[C:10]3[C:5](=[CH:6][CH:7]=[CH:8][CH:9]=3)[N:4]=2)(=[O:40])=[O:39])=[CH:36][CH:37]=1. The yield is 0.440.